From a dataset of Catalyst prediction with 721,799 reactions and 888 catalyst types from USPTO. Predict which catalyst facilitates the given reaction. (1) Product: [CH2:9]([N:1]([CH2:9][C:10]1[CH:15]=[CH:14][CH:13]=[CH:12][CH:11]=1)[C@H:2]1[CH2:7][CH2:6][C@H:5]([OH:8])[CH2:4][CH2:3]1)[C:10]1[CH:15]=[CH:14][CH:13]=[CH:12][CH:11]=1. The catalyst class is: 8. Reactant: [NH2:1][C@H:2]1[CH2:7][CH2:6][C@H:5]([OH:8])[CH2:4][CH2:3]1.[CH2:9](Cl)[C:10]1[CH:15]=[CH:14][CH:13]=[CH:12][CH:11]=1.C(=O)([O-])O.[Na+]. (2) Reactant: [NH2:1][C:2]1[CH:7]=[CH:6][C:5]([C:8]2[NH:9][C:10](=[O:24])[C:11]3[N:16]([CH:17]4[CH2:22][CH2:21][CH2:20][CH2:19][CH2:18]4)[N:15]=[C:14]([CH3:23])[C:12]=3[N:13]=2)=[CH:4][CH:3]=1.[C:25](OC(=O)C)(=[O:27])[CH3:26].C(=O)([O-])O.[Na+]. The catalyst class is: 17. Product: [CH:17]1([N:16]2[C:11]3[C:10](=[O:24])[NH:9][C:8]([C:5]4[CH:6]=[CH:7][C:2]([NH:1][C:25](=[O:27])[CH3:26])=[CH:3][CH:4]=4)=[N:13][C:12]=3[C:14]([CH3:23])=[N:15]2)[CH2:22][CH2:21][CH2:20][CH2:19][CH2:18]1. (3) Product: [CH3:9][C:6]1[CH:7]=[CH:8][C:3]2[C:1]([NH:2][C:18]3[CH:19]=[C:20]([N+:22]([O-:24])=[O:23])[CH:21]=[CH:16][C:17]=3[S:25][C:26]3[CH:31]=[CH:30][C:29]([OH:32])=[CH:28][CH:27]=3)=[N:12][CH:11]=[N:10][C:4]=2[N:5]=1. Reactant: [C:1]([C:3]1[C:4]([N:10]=[CH:11][N:12](C)C)=[N:5][C:6]([CH3:9])=[CH:7][CH:8]=1)#[N:2].N[C:16]1[CH:21]=[C:20]([N+:22]([O-:24])=[O:23])[CH:19]=[CH:18][C:17]=1[S:25][C:26]1[CH:31]=[CH:30][C:29]([OH:32])=[CH:28][CH:27]=1. The catalyst class is: 15. (4) Reactant: [C:1]1([CH2:7][CH2:8][CH2:9]/[CH:10]=[CH:11]/[C:12]([OH:14])=O)[CH:6]=[CH:5][CH:4]=[CH:3][CH:2]=1.C(N(CC)CC)C.Cl.[O:23]1[CH2:27][CH2:26][CH:25]([CH2:28][NH2:29])[CH2:24]1.Cl.C(N=C=NCCCN(C)C)C. Product: [O:23]1[CH2:27][CH2:26][CH:25]([CH2:28][NH:29][C:12](=[O:14])/[CH:11]=[CH:10]/[CH2:9][CH2:8][CH2:7][C:1]2[CH:2]=[CH:3][CH:4]=[CH:5][CH:6]=2)[CH2:24]1. The catalyst class is: 132. (5) Reactant: [Cl:1][C:2]1[CH:14]=[CH:13][C:12]2[CH2:15][CH2:16][N:17](C)[CH2:18][CH2:19][N:10]3[C:11]=2[C:3]=1[C:4]1[CH2:5][CH2:6][CH2:7][CH2:8][C:9]=13.ClC(OC(Cl)C)=O. Product: [Cl:1][C:2]1[CH:14]=[CH:13][C:12]2[CH2:15][CH2:16][NH:17][CH2:18][CH2:19][N:10]3[C:11]=2[C:3]=1[C:4]1[CH2:5][CH2:6][CH2:7][CH2:8][C:9]=13. The catalyst class is: 68. (6) Reactant: [Cl:1][C:2]1[CH:3]=[CH:4][C:5]([OH:25])=[C:6]([CH2:8][N:9]2[CH:13]=[CH:12][C:11]([C:14]([NH:16][C:17]3[C:22]([F:23])=[CH:21][CH:20]=[CH:19][C:18]=3[F:24])=[O:15])=[N:10]2)[CH:7]=1.C(=O)([O-])[O-].[K+].[K+].Br[CH2:33][CH:34]1[CH2:39][CH2:38][CH2:37][CH2:36][CH2:35]1. Product: [Cl:1][C:2]1[CH:3]=[CH:4][C:5]([O:25][CH2:33][CH:34]2[CH2:39][CH2:38][CH2:37][CH2:36][CH2:35]2)=[C:6]([CH2:8][N:9]2[CH:13]=[CH:12][C:11]([C:14]([NH:16][C:17]3[C:18]([F:24])=[CH:19][CH:20]=[CH:21][C:22]=3[F:23])=[O:15])=[N:10]2)[CH:7]=1. The catalyst class is: 121. (7) Reactant: [OH:1][C:2]1[CH:3]=[C:4]([CH:7]=[C:8]([N+:11]([O-:13])=[O:12])[C:9]=1[OH:10])[CH:5]=[O:6].C([O-])([O-])=O.[Cs+].[Cs+].[Na+].[I-].Br[CH:23]([CH3:25])[CH3:24].Cl. Product: [OH:10][C:9]1[C:8]([N+:11]([O-:13])=[O:12])=[CH:7][C:4]([CH:5]=[O:6])=[CH:3][C:2]=1[O:1][CH:23]([CH3:25])[CH3:24]. The catalyst class is: 31.